Dataset: Catalyst prediction with 721,799 reactions and 888 catalyst types from USPTO. Task: Predict which catalyst facilitates the given reaction. (1) Reactant: [C:1]([O:5][C:6](=[O:21])[CH2:7][NH:8][C:9]1[CH:14]=[CH:13][C:12]([C:15]([F:18])([F:17])[F:16])=[CH:11][C:10]=1[C:19]#[N:20])([CH3:4])([CH3:3])[CH3:2].CN(C=O)C.CC(C)([O-])C.[K+].Cl[C:34]([O:36][CH2:37][C:38]1[CH:43]=[CH:42][CH:41]=[CH:40][CH:39]=1)=[O:35]. Product: [C:1]([O:5][C:6]([C:7]1[N:8]([C:34]([O:36][CH2:37][C:38]2[CH:43]=[CH:42][CH:41]=[CH:40][CH:39]=2)=[O:35])[C:9]2[C:10]([C:19]=1[NH2:20])=[CH:11][C:12]([C:15]([F:18])([F:17])[F:16])=[CH:13][CH:14]=2)=[O:21])([CH3:4])([CH3:2])[CH3:3]. The catalyst class is: 56. (2) Reactant: C(N(CC)CC)C.[C:8](OC(=O)C)(=[O:10])[CH3:9].[CH3:15][CH2:16][C@H:17]([OH:49])[C@H:18]([C@H:20]1[O:22][C@@H:21]1[CH2:23][C@@H:24](/[CH:26]=[CH:27]/[CH:28]=[C:29](/[C@H:31]1[O:43][C:41](=[O:42])[CH2:40][C@H:39]([OH:44])[CH2:38][CH2:37][C@:36]([OH:46])([CH3:45])[C@@H:35]([OH:47])[CH2:34][CH2:33][C@@H:32]1[CH3:48])\[CH3:30])[CH3:25])[CH3:19].C(=O)([O-])O.[Na+]. Product: [CH3:15][CH2:16][C@H:17]([OH:49])[C@H:18]([C@H:20]1[O:22][C@@H:21]1[CH2:23][C@@H:24](/[CH:26]=[CH:27]/[CH:28]=[C:29](/[C@H:31]1[O:43][C:41](=[O:42])[CH2:40][C@H:39]([OH:44])[CH2:38][CH2:37][C@:36]([OH:46])([CH3:45])[C@@H:35]([O:47][C:8]([CH3:9])=[O:10])[CH2:34][CH2:33][C@@H:32]1[CH3:48])\[CH3:30])[CH3:25])[CH3:19]. The catalyst class is: 119. (3) Reactant: [N+:1]([C:4]1[CH:5]=[CH:6][CH:7]=[C:8]2[C:12]=1[NH:11][CH:10]=[C:9]2[CH:13]([C:20]1[CH:25]=[CH:24][C:23]([C:26]([F:29])([F:28])[F:27])=[CH:22][CH:21]=1)[CH2:14][C:15]([O:17][CH2:18][CH3:19])=[O:16])([O-])=O. Product: [NH2:1][C:4]1[CH:5]=[CH:6][CH:7]=[C:8]2[C:12]=1[NH:11][CH:10]=[C:9]2[CH:13]([C:20]1[CH:21]=[CH:22][C:23]([C:26]([F:29])([F:27])[F:28])=[CH:24][CH:25]=1)[CH2:14][C:15]([O:17][CH2:18][CH3:19])=[O:16]. The catalyst class is: 791. (4) Reactant: [Cl:1][C:2]1[CH:11]=[CH:10][C:5]([C:6]([NH:8][NH2:9])=[O:7])=[CH:4][CH:3]=1.[CH:12]1[CH:17]=[CH:16][C:15]([C:18](/[CH:20]=[N:21]/[OH:22])=O)=[CH:14][CH:13]=1. Product: [Cl:1][C:2]1[CH:11]=[CH:10][C:5]([C:6]([NH:8][N:9]=[C:18]([C:15]2[CH:16]=[CH:17][CH:12]=[CH:13][CH:14]=2)[CH:20]=[N:21][OH:22])=[O:7])=[CH:4][CH:3]=1. The catalyst class is: 212. (5) Reactant: Br[C:2]1[C:3]([CH:10]=[O:11])=[CH:4][C:5]([O:8][CH3:9])=[N:6][CH:7]=1.C([Sn](CCCC)(CCCC)[C:17]1[N:18]=[CH:19][N:20]([C:22]([C:35]2[CH:40]=[CH:39][CH:38]=[CH:37][CH:36]=2)([C:29]2[CH:34]=[CH:33][CH:32]=[CH:31][CH:30]=2)[C:23]2[CH:28]=[CH:27][CH:26]=[CH:25][CH:24]=2)[CH:21]=1)CCC. Product: [CH3:9][O:8][C:5]1[CH:4]=[C:3]([CH:10]=[O:11])[C:2]([C:17]2[N:18]=[CH:19][N:20]([C:22]([C:23]3[CH:28]=[CH:27][CH:26]=[CH:25][CH:24]=3)([C:35]3[CH:36]=[CH:37][CH:38]=[CH:39][CH:40]=3)[C:29]3[CH:30]=[CH:31][CH:32]=[CH:33][CH:34]=3)[CH:21]=2)=[CH:7][N:6]=1. The catalyst class is: 47. (6) Reactant: Cl[C:2]1[C:3]2[C:4](=[CH:18][N:19](CC3C=CC(OC)=CC=3)[N:20]=2)[N:5]=[C:6]([C:8]2[CH:9]=[C:10]([CH:15]=[CH:16][CH:17]=2)[C:11]([O:13][CH3:14])=[O:12])[N:7]=1.[NH2:30][C:31]1[CH:32]=[CH:33][C:34]2[CH2:40][CH2:39][CH2:38][C:37](=[O:41])[NH:36][C:35]=2[CH:42]=1.Cl. Product: [O:41]=[C:37]1[NH:36][C:35]2[CH:42]=[C:31]([NH:30][C:2]3[C:3]4[NH:20][N:19]=[CH:18][C:4]=4[N:5]=[C:6]([C:8]4[CH:9]=[C:10]([CH:15]=[CH:16][CH:17]=4)[C:11]([O:13][CH3:14])=[O:12])[N:7]=3)[CH:32]=[CH:33][C:34]=2[CH2:40][CH2:39][CH2:38]1. The catalyst class is: 71. (7) Reactant: [F:1][C:2]1[CH:7]=[CH:6][C:5]([S:8][C:9]2[N:10]=[C:11]([N:18]([C:26]3[N:30]([CH2:31][C:32]4[CH:37]=[CH:36][C:35]([O:38][CH3:39])=[CH:34][CH:33]=4)[N:29]=[CH:28][CH:27]=3)[C:19](=[O:25])[O:20][C:21]([CH3:24])([CH3:23])[CH3:22])[C:12]3[CH:17]=[CH:16][NH:15][C:13]=3[N:14]=2)=[CH:4][CH:3]=1.[C:40](=O)([O-])[O-].[K+].[K+].IC. Product: [F:1][C:2]1[CH:3]=[CH:4][C:5]([S:8][C:9]2[N:10]=[C:11]([N:18]([C:26]3[N:30]([CH2:31][C:32]4[CH:33]=[CH:34][C:35]([O:38][CH3:39])=[CH:36][CH:37]=4)[N:29]=[CH:28][CH:27]=3)[C:19](=[O:25])[O:20][C:21]([CH3:24])([CH3:23])[CH3:22])[C:12]3[CH:17]=[CH:16][N:15]([CH3:40])[C:13]=3[N:14]=2)=[CH:6][CH:7]=1. The catalyst class is: 21. (8) Reactant: [F:1][C:2]([F:46])([F:45])[C:3]1[CH:4]=[C:5]([CH:38]=[C:39]([C:41]([F:44])([F:43])[F:42])[CH:40]=1)[CH2:6][N:7]([CH2:21][C:22]1[CH:27]=[C:26]([C:28]([F:31])([F:30])[F:29])[CH:25]=[CH:24][C:23]=1[O:32][CH:33]([CH2:36][CH3:37])[CH2:34][CH3:35])[C:8]1[N:13]=[CH:12][C:11]([O:14][CH2:15][CH2:16][CH2:17][C:18]([OH:20])=[O:19])=[CH:10][N:9]=1.[OH-].[Na+:48]. Product: [Na+:48].[F:46][C:2]([F:1])([F:45])[C:3]1[CH:4]=[C:5]([CH:38]=[C:39]([C:41]([F:42])([F:43])[F:44])[CH:40]=1)[CH2:6][N:7]([CH2:21][C:22]1[CH:27]=[C:26]([C:28]([F:31])([F:30])[F:29])[CH:25]=[CH:24][C:23]=1[O:32][CH:33]([CH2:34][CH3:35])[CH2:36][CH3:37])[C:8]1[N:9]=[CH:10][C:11]([O:14][CH2:15][CH2:16][CH2:17][C:18]([O-:20])=[O:19])=[CH:12][N:13]=1. The catalyst class is: 8. (9) Reactant: C([O:3][C:4](=[O:22])[CH2:5][CH:6]1[CH2:11][CH2:10][N:9]([C:12]2[C:17]([N+:18]([O-:20])=[O:19])=[CH:16][C:15]([Br:21])=[CH:14][N:13]=2)[CH2:8][CH2:7]1)C.O.[OH-].[Na+].Cl. Product: [Br:21][C:15]1[CH:16]=[C:17]([N+:18]([O-:20])=[O:19])[C:12]([N:9]2[CH2:8][CH2:7][CH:6]([CH2:5][C:4]([OH:22])=[O:3])[CH2:11][CH2:10]2)=[N:13][CH:14]=1. The catalyst class is: 5.